The task is: Regression. Given a peptide amino acid sequence and an MHC pseudo amino acid sequence, predict their binding affinity value. This is MHC class II binding data.. This data is from Peptide-MHC class II binding affinity with 134,281 pairs from IEDB. (1) The MHC is DRB1_0802 with pseudo-sequence DRB1_0802. The peptide sequence is LKELIKVGLPSFENL. The binding affinity (normalized) is 0.325. (2) The MHC is DRB1_1501 with pseudo-sequence DRB1_1501. The binding affinity (normalized) is 0.172. The peptide sequence is VSKAPQLVPKLDEVY.